The task is: Predict the reactants needed to synthesize the given product.. This data is from Full USPTO retrosynthesis dataset with 1.9M reactions from patents (1976-2016). (1) Given the product [C:1]([O:5][C@@H:6]([C:11]1[C:12]([CH3:31])=[CH:13][C:14]2[N:15]([CH:25]=[C:26]([C:28](=[O:30])[NH:39][CH2:38][C:37]3[CH:40]=[CH:41][C:34]([F:33])=[C:35]([CH3:42])[CH:36]=3)[N:27]=2)[C:16]=1[N:17]1[CH2:18][CH2:19][C:20]([CH3:24])([CH3:23])[CH2:21][CH2:22]1)[C:7]([OH:9])=[O:8])([CH3:3])([CH3:4])[CH3:2], predict the reactants needed to synthesize it. The reactants are: [C:1]([O:5][C@@H:6]([C:11]1[C:12]([CH3:31])=[CH:13][C:14]2[N:15]([CH:25]=[C:26]([C:28]([OH:30])=O)[N:27]=2)[C:16]=1[N:17]1[CH2:22][CH2:21][C:20]([CH3:24])([CH3:23])[CH2:19][CH2:18]1)[C:7]([O:9]C)=[O:8])([CH3:4])([CH3:3])[CH3:2].[Na].[F:33][C:34]1[CH:41]=[CH:40][C:37]([CH2:38][NH2:39])=[CH:36][C:35]=1[CH3:42].CN(C(ON1N=NC2C=CC=NC1=2)=[N+](C)C)C.F[P-](F)(F)(F)(F)F.O.[OH-].[Li+]. (2) Given the product [BrH:15].[NH2:14][C:9]1[C:10]2[C:5](=[CH:4][C:3]([OH:2])=[C:12]([CH3:13])[CH:11]=2)[CH:6]=[CH:7][N:8]=1, predict the reactants needed to synthesize it. The reactants are: C[O:2][C:3]1[CH:4]=[C:5]2[C:10](=[CH:11][C:12]=1[CH3:13])[C:9]([NH2:14])=[N:8][CH:7]=[CH:6]2.[BrH:15]. (3) Given the product [ClH:1].[NH2:12][C:4]1[CH:5]=[C:6]([CH:10]=[CH:11][C:3]=1[NH2:2])[C:7]([NH2:9])=[NH:8], predict the reactants needed to synthesize it. The reactants are: [ClH:1].[NH2:2][C:3]1[CH:11]=[CH:10][C:6]([C:7]([NH2:9])=[NH:8])=[CH:5][C:4]=1[N+:12]([O-])=O. (4) Given the product [NH2:12][CH:9]([C:6]1[CH:7]=[CH:8][C:3]([O:2][CH3:1])=[CH:4][CH:5]=1)[CH2:10][OH:11], predict the reactants needed to synthesize it. The reactants are: [CH3:1][O:2][C:3]1[CH:8]=[CH:7][C:6]([CH:9]([NH:12]C(=O)OC(C)(C)C)[CH2:10][OH:11])=[CH:5][CH:4]=1.Cl.[OH-].[Na+]. (5) Given the product [NH2:1][C:2]1[CH:3]=[C:4]([CH:7]=[C:8]([NH:11][CH2:22][CH2:23][OH:24])[C:9]=1[Cl:10])[C:5]#[N:6], predict the reactants needed to synthesize it. The reactants are: [NH2:1][C:2]1[CH:3]=[C:4]([CH:7]=[C:8]([NH2:11])[C:9]=1[Cl:10])[C:5]#[N:6].CCN(C(C)C)C(C)C.Br[CH2:22][CH2:23][OH:24]. (6) Given the product [F:13][C:14]([F:25])([F:24])[C:15]1[CH:20]=[CH:19][C:18]([C:2]2[CH:12]=[CH:11][C:5]3[NH:6][C:7](=[O:10])[CH2:8][S:9][C:4]=3[CH:3]=2)=[CH:17][CH:16]=1, predict the reactants needed to synthesize it. The reactants are: Br[C:2]1[CH:12]=[CH:11][C:5]2[NH:6][C:7](=[O:10])[CH2:8][S:9][C:4]=2[CH:3]=1.[F:13][C:14]([F:25])([F:24])[C:15]1[CH:20]=[CH:19][C:18](B(O)O)=[CH:17][CH:16]=1.C(=O)([O-])[O-].[K+].[K+]. (7) Given the product [N:1]1[CH:6]=[CH:5][CH:4]=[CH:3][C:2]=1[S:7][CH2:9][CH2:10][OH:11], predict the reactants needed to synthesize it. The reactants are: [N:1]1[CH:6]=[CH:5][CH:4]=[CH:3][C:2]=1[SH:7].Br[CH2:9][CH2:10][OH:11].C(=O)([O-])[O-].[K+].[K+]. (8) Given the product [C:1]([O:5][C:6](=[O:20])[NH:7][C:8]1[CH:13]=[CH:12][C:11]([CH:14]2[CH2:16][CH2:15]2)=[CH:10][C:9]=1[NH2:17])([CH3:4])([CH3:2])[CH3:3], predict the reactants needed to synthesize it. The reactants are: [C:1]([O:5][C:6](=[O:20])[NH:7][C:8]1[CH:13]=[CH:12][C:11]([CH:14]2[CH2:16][CH2:15]2)=[CH:10][C:9]=1[N+:17]([O-])=O)([CH3:4])([CH3:3])[CH3:2].O.O.Cl[Sn]Cl. (9) Given the product [Br:1][C:2]1[CH:3]=[CH:4][C:5]2[N:6]([C:8]([C:12]3[CH:17]=[CH:16][CH:15]=[CH:14][CH:13]=3)=[CH:9][N:10]=2)[CH:7]=1, predict the reactants needed to synthesize it. The reactants are: [Br:1][C:2]1[CH:3]=[CH:4][C:5]2[N:6]([C:8](I)=[CH:9][N:10]=2)[CH:7]=1.[C:12]1(B(O)O)[CH:17]=[CH:16][CH:15]=[CH:14][CH:13]=1. (10) Given the product [CH3:1][N:2]1[C:6]([C:7]([F:10])([F:9])[F:8])=[CH:5][C:4]([C:11]2[S:15][C:14]([C:16]([NH:22][C:23]3[S:24][CH:25]=[CH:26][N:27]=3)=[O:17])=[CH:13][CH:12]=2)=[N:3]1, predict the reactants needed to synthesize it. The reactants are: [CH3:1][N:2]1[C:6]([C:7]([F:10])([F:9])[F:8])=[CH:5][C:4]([C:11]2[S:15][C:14]([C:16](Cl)=[O:17])=[CH:13][CH:12]=2)=[N:3]1.ClCCl.[NH2:22][C:23]1[S:24][CH:25]=[CH:26][N:27]=1.C(=O)(O)[O-].[Na+].